Dataset: Full USPTO retrosynthesis dataset with 1.9M reactions from patents (1976-2016). Task: Predict the reactants needed to synthesize the given product. (1) Given the product [NH2:35][C:31]1[N:32]=[CH:33][N:34]=[C:29]([C:2]2[NH:6][C:5]([C:15]3[CH:20]=[C:19]([C:21]([F:22])([F:23])[F:24])[CH:18]=[CH:17][C:16]=3[Cl:25])=[C:4]([C:26]#[N:27])[CH:3]=2)[CH:30]=1, predict the reactants needed to synthesize it. The reactants are: Br[C:2]1[N:6](COCC[Si](C)(C)C)[C:5]([C:15]2[CH:20]=[C:19]([C:21]([F:24])([F:23])[F:22])[CH:18]=[CH:17][C:16]=2[Cl:25])=[C:4]([C:26]#[N:27])[CH:3]=1.Cl[C:29]1[N:34]=[CH:33][N:32]=[C:31]([NH:35]C)[CH:30]=1. (2) Given the product [CH:1]([NH:4][C:5]1[C:10]2[C:11]([C:14]3[CH:19]=[C:18]([C:36]4[N:35]([CH3:46])[N:34]=[CH:33][CH:37]=4)[CH:17]=[CH:16][N:15]=3)=[N:12][NH:13][C:9]=2[CH:8]=[CH:7][N:6]=1)([CH3:2])[CH3:3], predict the reactants needed to synthesize it. The reactants are: [CH:1]([NH:4][C:5]1[C:10]2[C:11]([C:14]3[CH:19]=[C:18](C4C=NN(C)C=4)[CH:17]=[CH:16][N:15]=3)=[N:12][NH:13][C:9]=2[CH:8]=[CH:7][N:6]=1)([CH3:3])[CH3:2].ClC1C=CN=C([C:33]2[C:37]3C(NC(C)C)=NC=C[C:36]=3[N:35]([CH2:46]C3C=CC(OC)=CC=3)[N:34]=2)C=1.CN1C(B2OC(C)(C)C(C)(C)O2)=CC=N1. (3) Given the product [Br:1][C:16]1[CH:17]=[C:10]([F:9])[C:11]([OH:18])=[C:12]([CH:15]=1)[C:13]#[N:14], predict the reactants needed to synthesize it. The reactants are: [Br:1]N1C(=O)CCC1=O.[F:9][C:10]1[C:11]([OH:18])=[C:12]([CH:15]=[CH:16][CH:17]=1)[C:13]#[N:14]. (4) Given the product [C:1]([C:5]1[O:9][N:8]=[C:7]([NH:10][C:11]([NH:13][C:14]2[CH:19]=[CH:18][CH:17]=[C:16]([C:20]#[C:21][C:22]3[C:23]([NH:39][CH2:38][CH2:37][CH2:36][N:33]4[CH2:32][CH2:31][N:30]([CH3:29])[CH2:35][CH2:34]4)=[N:24][CH:25]=[N:26][CH:27]=3)[CH:15]=2)=[O:12])[CH:6]=1)([CH3:4])([CH3:3])[CH3:2], predict the reactants needed to synthesize it. The reactants are: [C:1]([C:5]1[O:9][N:8]=[C:7]([NH:10][C:11]([NH:13][C:14]2[CH:19]=[CH:18][CH:17]=[C:16]([C:20]#[C:21][C:22]3[C:23](Cl)=[N:24][CH:25]=[N:26][CH:27]=3)[CH:15]=2)=[O:12])[CH:6]=1)([CH3:4])([CH3:3])[CH3:2].[CH3:29][N:30]1[CH2:35][CH2:34][N:33]([CH2:36][CH2:37][CH2:38][NH2:39])[CH2:32][CH2:31]1. (5) Given the product [Cl:11][C:12]1[CH:17]=[C:16]([C:2]2[N:7]=[CH:6][C:5]([O:8][CH2:9][CH3:10])=[CH:4][N:3]=2)[CH:15]=[CH:14][CH:13]=1, predict the reactants needed to synthesize it. The reactants are: Cl[C:2]1[N:7]=[CH:6][C:5]([O:8][CH2:9][CH3:10])=[CH:4][N:3]=1.[Cl:11][C:12]1[CH:13]=[C:14](B(O)O)[CH:15]=[CH:16][CH:17]=1.C(Cl)Cl.C([O-])([O-])=O.[Na+].[Na+]. (6) Given the product [CH2:1]([C:5]1[N:6]=[C:7]([C:21]2[CH:22]=[CH:23][C:24]([C:27]([F:29])([F:28])[F:30])=[CH:25][CH:26]=2)[S:8][C:9]=1[CH2:10][O:11][C:12]1[CH:19]=[CH:18][C:15]([CH2:16][OH:17])=[C:14]([Cl:20])[CH:13]=1)[CH2:2][CH2:3][CH3:4], predict the reactants needed to synthesize it. The reactants are: [CH2:1]([C:5]1[N:6]=[C:7]([C:21]2[CH:26]=[CH:25][C:24]([C:27]([F:30])([F:29])[F:28])=[CH:23][CH:22]=2)[S:8][C:9]=1[CH2:10][O:11][C:12]1[CH:19]=[CH:18][C:15]([CH:16]=[O:17])=[C:14]([Cl:20])[CH:13]=1)[CH2:2][CH2:3][CH3:4].[BH4-].[Na+].